Predict which catalyst facilitates the given reaction. From a dataset of Catalyst prediction with 721,799 reactions and 888 catalyst types from USPTO. (1) Reactant: [CH3:1][O:2][C:3]1[CH:4]=[C:5]2[C:10](=[CH:11][C:12]=1[O:13][CH3:14])[N:9]=[CH:8][CH:7]=[C:6]2[O:15][C:16]1[CH:22]=[CH:21][C:19]([NH2:20])=[C:18]([CH3:23])[C:17]=1[CH3:24].Cl[C:26](Cl)([O:28][C:29](=[O:35])OC(Cl)(Cl)Cl)Cl.C[C:38]1[CH:43]=[CH:42][CH:41]=[C:40]([CH3:44])[C:39]=1O.C(=O)(O)[O-].[Na+]. Product: [CH3:1][O:2][C:3]1[CH:4]=[C:5]2[C:10](=[CH:11][C:12]=1[O:13][CH3:14])[N:9]=[CH:8][CH:7]=[C:6]2[O:15][C:16]1[CH:22]=[CH:21][C:19]([NH:20][C:29](=[O:35])[O:28][C:26]2[C:42]([CH3:41])=[CH:43][CH:38]=[CH:39][C:40]=2[CH3:44])=[C:18]([CH3:23])[C:17]=1[CH3:24]. The catalyst class is: 208. (2) Reactant: [F:1][C:2]1([F:23])[C:6](=[CH2:7])[CH2:5][N:4](C(OC(C)(C)C)=O)[C:3]1([C:16]1[C:17]([F:22])=[N:18][CH:19]=[CH:20][CH:21]=1)O.Cl. Product: [F:23][C:2]1([F:1])[C:3]([C:16]2[C:17]([F:22])=[N:18][CH:19]=[CH:20][CH:21]=2)=[N:4][CH2:5][C:6]1=[CH2:7]. The catalyst class is: 15. (3) Reactant: [F:1][C:2]1[CH:3]=[C:4]([C:11](=O)[CH2:12][C:13](=O)[C:14]([F:17])([F:16])[F:15])[CH:5]=[C:6]([F:10])[C:7]=1[S:8][CH3:9].Cl.[F:21][C:22]1[CH:27]=[CH:26][C:25]([NH:28][NH2:29])=[CH:24][CH:23]=1. Product: [F:1][C:2]1[CH:3]=[C:4]([C:11]2[N:28]([C:25]3[CH:26]=[CH:27][C:22]([F:21])=[CH:23][CH:24]=3)[N:29]=[C:13]([C:14]([F:17])([F:16])[F:15])[CH:12]=2)[CH:5]=[C:6]([F:10])[C:7]=1[S:8][CH3:9]. The catalyst class is: 361. (4) Reactant: Cl.Cl.C([O:5][C:6]([C:8]1[NH:9][C:10]([C:23]2[CH:28]=[CH:27][N:26]=[CH:25][CH:24]=2)=[C:11]([C:13]2[CH:14]=[C:15]3[C:19](=[CH:20][CH:21]=2)[C:18](=[O:22])[CH2:17][CH2:16]3)[N:12]=1)=[O:7])C.[OH-].[Na+]. Product: [O:22]=[C:18]1[C:19]2[C:15](=[CH:14][C:13]([C:11]3[N:12]=[C:8]([C:6]([OH:7])=[O:5])[NH:9][C:10]=3[C:23]3[CH:28]=[CH:27][N:26]=[CH:25][CH:24]=3)=[CH:21][CH:20]=2)[CH2:16][CH2:17]1. The catalyst class is: 8. (5) Reactant: Cl[C:2]1[C:3](=[O:16])[NH:4][N:5]=[CH:6][C:7]=1[N:8]([CH3:15])[C:9]1[CH:14]=[CH:13][CH:12]=[CH:11][CH:10]=1.[OH-].[Na+].[H][H]. Product: [CH3:15][N:8]([C:9]1[CH:14]=[CH:13][CH:12]=[CH:11][CH:10]=1)[C:7]1[CH:6]=[N:5][NH:4][C:3](=[O:16])[CH:2]=1. The catalyst class is: 386. (6) Reactant: [C:1]([C:3]1[CH:21]=[C:20]([C:22]2[CH:27]=[CH:26][N:25]=[C:24]3[N:28]([S:41]([C:44]4[CH:50]=[CH:49][C:47]([CH3:48])=[CH:46][CH:45]=4)(=[O:43])=[O:42])[C:29]([C:31]4[CH:36]=[CH:35][C:34]([C:37]([OH:40])([CH3:39])[CH3:38])=[CH:33][CH:32]=4)=[CH:30][C:23]=23)[CH:19]=[CH:18][C:4]=1[O:5][C@@H:6]1[CH2:10][CH2:9][N:8](C(OC(C)(C)C)=O)[CH2:7]1)#[N:2].C(O)(C(F)(F)F)=O. Product: [OH:40][C:37]([C:34]1[CH:35]=[CH:36][C:31]([C:29]2[N:28]([S:41]([C:44]3[CH:45]=[CH:46][C:47]([CH3:48])=[CH:49][CH:50]=3)(=[O:43])=[O:42])[C:24]3=[N:25][CH:26]=[CH:27][C:22]([C:20]4[CH:19]=[CH:18][C:4]([O:5][C@@H:6]5[CH2:10][CH2:9][NH:8][CH2:7]5)=[C:3]([CH:21]=4)[C:1]#[N:2])=[C:23]3[CH:30]=2)=[CH:32][CH:33]=1)([CH3:38])[CH3:39]. The catalyst class is: 2.